This data is from Forward reaction prediction with 1.9M reactions from USPTO patents (1976-2016). The task is: Predict the product of the given reaction. (1) Given the reactants [N:1]1[CH:6]=[CH:5][CH:4]=[C:3]([CH:7]2[NH:19][C:17]3[C:18]4[C:9](=[N:10][NH:11][C:12](=[O:20])[C:13]=4[CH:14]=[CH:15][CH:16]=3)[CH:8]2[C:21]2[CH:22]=[N:23][CH:24]=[CH:25][CH:26]=2)[CH:2]=1, predict the reaction product. The product is: [NH:23]1[CH2:24][CH2:25][CH2:26][CH:21]([CH:8]2[C:9]3=[N:10][NH:11][C:12](=[O:20])[C:13]4[CH:14]=[CH:15][CH:16]=[C:17]([C:18]=43)[NH:19][CH:7]2[C:3]2[CH:2]=[N:1][CH:6]=[CH:5][CH:4]=2)[CH2:22]1. (2) Given the reactants [F:1][C:2]([F:16])([C:6]1[CH:11]=[CH:10][C:9]([O:12][CH:13]([CH3:15])[CH3:14])=[CH:8][CH:7]=1)[C:3]([OH:5])=O.P(Cl)(Cl)(Cl)=O.Cl.[NH2:23][CH2:24][C:25]1[CH:26]=[C:27]2[C:31](=[CH:32][CH:33]=1)[C:30](=[O:34])[N:29]([CH:35]1[CH2:40][CH2:39][C:38](=[O:41])[NH:37][C:36]1=[O:42])[CH2:28]2.C(=O)(O)[O-].[Na+], predict the reaction product. The product is: [O:42]=[C:36]1[CH:35]([N:29]2[CH2:28][C:27]3[C:31](=[CH:32][CH:33]=[C:25]([CH2:24][NH:23][C:3](=[O:5])[C:2]([F:1])([F:16])[C:6]4[CH:11]=[CH:10][C:9]([O:12][CH:13]([CH3:15])[CH3:14])=[CH:8][CH:7]=4)[CH:26]=3)[C:30]2=[O:34])[CH2:40][CH2:39][C:38](=[O:41])[NH:37]1. (3) Given the reactants [Si]([O:8][C@@H:9]1[CH2:13][O:12][C@@H:11]2/[C:14](=[CH:17]/[C:18]([O:20][CH2:21][CH3:22])=[O:19])/[CH2:15][O:16][C@H:10]12)(C(C)(C)C)(C)C.[BH4-].[Na+], predict the reaction product. The product is: [OH:8][C@H:9]1[C@H:10]2[O:16][CH2:15][CH:14]([CH2:17][C:18]([O:20][CH2:21][CH3:22])=[O:19])[C@H:11]2[O:12][CH2:13]1. (4) Given the reactants O.O.[Sn](Cl)Cl.[OH:6][CH:7]1[CH2:12][CH2:11][N:10]([C:13](=[NH:42])[C:14]2[CH:15]=[C:16]([NH:20][C:21]([NH:23][C:24]3[CH:29]=[CH:28][C:27]([S:30]([C:33]4[CH:38]=[CH:37][C:36]([N+:39]([O-])=O)=[CH:35][CH:34]=4)(=[O:32])=[O:31])=[CH:26][CH:25]=3)=[O:22])[CH:17]=[CH:18][CH:19]=2)[CH2:9][CH2:8]1, predict the reaction product. The product is: [NH2:39][C:36]1[CH:37]=[CH:38][C:33]([S:30]([C:27]2[CH:26]=[CH:25][C:24]([NH:23][C:21]([NH:20][C:16]3[CH:17]=[CH:18][CH:19]=[C:14]([C:13]([N:10]4[CH2:11][CH2:12][CH:7]([OH:6])[CH2:8][CH2:9]4)=[NH:42])[CH:15]=3)=[O:22])=[CH:29][CH:28]=2)(=[O:32])=[O:31])=[CH:34][CH:35]=1. (5) Given the reactants [N+:1]([C:4]1[CH:8]=[CH:7][N:6]([CH2:9][C:10]#[C:11][CH2:12][OH:13])[N:5]=1)([O-])=O.CO.NN, predict the reaction product. The product is: [NH2:1][C:4]1[CH:8]=[CH:7][N:6]([CH2:9][CH2:10][CH2:11][CH2:12][OH:13])[N:5]=1.